Predict the reaction yield, written as a fraction of the theoretical maximum amount of product (1.0 means a 100% yield; for example, 0.34 means a 34% yield). From a dataset of Reaction yield outcomes from USPTO patents with 853,638 reactions. (1) The reactants are [Cl:1][C:2]1[CH:3]=[C:4]([CH:12]([CH2:17][CH:18]2[CH2:23][CH2:22][O:21][CH2:20][CH2:19]2)[C:13](=[O:16])[CH:14]=[CH2:15])[CH:5]=[CH:6][C:7]=1[S:8]([CH3:11])(=[O:10])=[O:9].[OH:24][CH:25]([C:27]1[S:31][C:30]([CH:32]=[O:33])=[N:29][CH:28]=1)[CH3:26].C(N(CC)CC)C.O1CCCC1. The catalyst is [Cl-].C([N+]1C(C)=C(CCO)SC=1)C1C=CC=CC=1.C(O)C. The product is [Cl:1][C:2]1[CH:3]=[C:4]([CH:12]([CH2:17][CH:18]2[CH2:23][CH2:22][O:21][CH2:20][CH2:19]2)[C:13](=[O:16])[CH2:14][CH2:15][C:32]([C:30]2[S:31][C:27]([CH:25]([OH:24])[CH3:26])=[CH:28][N:29]=2)=[O:33])[CH:5]=[CH:6][C:7]=1[S:8]([CH3:11])(=[O:9])=[O:10]. The yield is 0.810. (2) The reactants are [Br:1][C:2]1[N:7]=[C:6]([CH:8]=[O:9])[CH:5]=[CH:4][CH:3]=1.[C:10]([Mg]Br)#[CH:11]. The yield is 0.500. The catalyst is C1COCC1. The product is [Br:1][C:2]1[N:7]=[C:6]([CH:8]([OH:9])[C:10]#[CH:11])[CH:5]=[CH:4][CH:3]=1. (3) The reactants are [F:1][C:2]1([F:16])[O:7][C:6]2[CH:8]=[C:9]([F:13])[C:10]([NH2:12])=[CH:11][C:5]=2[O:4][C:3]1([F:15])[F:14].[N:17]([O-])=O.[Na+].[CH3:21][O:22][CH2:23][C:24](=[O:30])[CH2:25][C:26]([O:28][CH3:29])=[O:27].CC([O-])=O.[Na+]. The catalyst is Cl.O.CCO. The product is [CH3:21][O:22][CH2:23][C:24](=[O:30])[C:25](=[N:17][NH:12][C:10]1[C:9]([F:13])=[CH:8][C:6]2[O:7][C:2]([F:1])([F:16])[C:3]([F:15])([F:14])[O:4][C:5]=2[CH:11]=1)[C:26]([O:28][CH3:29])=[O:27]. The yield is 0.850. (4) The reactants are [O:1]1[C:5]2[CH:6]=[CH:7][C:8]([OH:10])=[CH:9][C:4]=2[O:3][CH2:2]1.C([Mg]Cl)(C)C.[CH:16]1([CH2:19][CH2:20][N:21]2[C:29]3[C:24](=[CH:25][CH:26]=[CH:27][CH:28]=3)[C:23](=[O:30])[C:22]2=[O:31])[CH2:18][CH2:17]1. The catalyst is C1COCC1.ClCCl. The product is [CH:16]1([CH2:19][CH2:20][N:21]2[C:29]3[C:24](=[CH:25][CH:26]=[CH:27][CH:28]=3)[C:23]([OH:30])([C:7]3[C:8]([OH:10])=[CH:9][C:4]4[O:3][CH2:2][O:1][C:5]=4[CH:6]=3)[C:22]2=[O:31])[CH2:18][CH2:17]1. The yield is 0.760. (5) The reactants are [N+:1]([C:4]1[CH:16]=[CH:15][C:7]([CH2:8][C:9]2[CH:14]=[CH:13][N:12]=[CH:11][CH:10]=2)=[CH:6][CH:5]=1)([O-])=O. The catalyst is CCO.[Pd]. The product is [N:12]1[CH:13]=[CH:14][C:9]([CH2:8][C:7]2[CH:6]=[CH:5][C:4]([NH2:1])=[CH:16][CH:15]=2)=[CH:10][CH:11]=1. The yield is 0.900. (6) The reactants are [S:1]1[CH:5]=[CH:4][CH:3]=[C:2]1[C:6]([NH2:8])=[O:7].[Cl:9][CH2:10][C:11](=O)[CH2:12]Cl. The catalyst is CCOC(C)=O. The product is [Cl:9][CH2:10][C:11]1[N:8]=[C:6]([C:2]2[S:1][CH:5]=[CH:4][CH:3]=2)[O:7][CH:12]=1. The yield is 0.630. (7) The yield is 0.919. The catalyst is O. The product is [CH2:25]([O:1][C:2]1[CH:3]=[CH:4][C:5]([C:6]([C:8]2[CH:13]=[CH:12][CH:11]=[CH:10][CH:9]=2)=[O:7])=[CH:14][CH:15]=1)[CH:23]=[CH2:22]. The reactants are [OH:1][C:2]1[CH:15]=[CH:14][C:5]([C:6]([C:8]2[CH:13]=[CH:12][CH:11]=[CH:10][CH:9]=2)=[O:7])=[CH:4][CH:3]=1.C(=O)([O-])[O-].[K+].[K+].[CH3:22][C:23]([CH3:25])=O.C(Br)C=C. (8) The reactants are [CH3:1][N:2]1[C:8]2[CH:9]=[C:10]([N+:13]([O-])=O)[CH:11]=[CH:12][C:7]=2[O:6][CH2:5][CH2:4][CH2:3]1. The catalyst is [Pd].C(O)C. The product is [CH3:1][N:2]1[C:8]2[CH:9]=[C:10]([NH2:13])[CH:11]=[CH:12][C:7]=2[O:6][CH2:5][CH2:4][CH2:3]1. The yield is 0.810.